From a dataset of Full USPTO retrosynthesis dataset with 1.9M reactions from patents (1976-2016). Predict the reactants needed to synthesize the given product. (1) Given the product [Cl:31][C:27]1[CH:28]=[C:29]2[N:30]=[C:22]([C@H:10]([O:11][C:12]3[C:13]([F:21])=[C:14]([C:17]([F:20])=[CH:18][CH:19]=3)[C:15]([NH2:16])=[O:33])[CH2:9][OH:8])[S:23][C:24]2=[N:25][CH:26]=1, predict the reactants needed to synthesize it. The reactants are: C([O:8][CH2:9][C@H:10]([C:22]1[S:23][C:24]2[C:29]([N:30]=1)=[CH:28][C:27]([Cl:31])=[CH:26][N:25]=2)[O:11][C:12]1[C:13]([F:21])=[C:14]([C:17]([F:20])=[CH:18][CH:19]=1)[C:15]#[N:16])C1C=CC=CC=1.S(=O)(=O)(O)[OH:33]. (2) Given the product [C:34]([CH2:33][O:32][C:31]1[C:19]2[CH2:18][C:17](=[CH:16][CH2:15][CH2:14][N:11]3[CH2:10][CH2:9][C:8]([C:5]4[CH:6]=[CH:7][C:2]([Cl:1])=[CH:3][CH:4]=4)([OH:39])[CH2:13][CH2:12]3)[C:27]3[C:22]([O:21][C:20]=2[CH:28]=[CH:29][CH:30]=1)=[N:23][CH:24]=[CH:25][CH:26]=3)([OH:36])=[O:35], predict the reactants needed to synthesize it. The reactants are: [Cl:1][C:2]1[CH:7]=[CH:6][C:5]([C:8]2([OH:39])[CH2:13][CH2:12][N:11]([CH2:14][CH2:15][CH:16]=[C:17]3[C:27]4[C:22](=[N:23][CH:24]=[CH:25][CH:26]=4)[O:21][C:20]4[CH:28]=[CH:29][CH:30]=[C:31]([O:32][CH2:33][C:34]([O:36]CC)=[O:35])[C:19]=4[CH2:18]3)[CH2:10][CH2:9]2)=[CH:4][CH:3]=1. (3) Given the product [C:1]([O:5][C:6]([N:8]1[CH2:13][CH2:12][CH:11]([CH:14]2[O:23][C:17]3=[CH:18][N:19]=[C:20]([C:30]4[CH:29]=[CH:28][N:27]=[C:26]([C:25]([F:36])([F:35])[F:24])[CH:31]=4)[CH:21]=[C:16]3[CH2:15]2)[CH2:10][CH2:9]1)=[O:7])([CH3:4])([CH3:3])[CH3:2], predict the reactants needed to synthesize it. The reactants are: [C:1]([O:5][C:6]([N:8]1[CH2:13][CH2:12][CH:11]([CH:14]2[O:23][C:17]3=[CH:18][N:19]=[C:20](Cl)[CH:21]=[C:16]3[CH2:15]2)[CH2:10][CH2:9]1)=[O:7])([CH3:4])([CH3:3])[CH3:2].[F:24][C:25]([F:36])([F:35])[C:26]1[CH:31]=[C:30](B(O)O)[CH:29]=[CH:28][N:27]=1. (4) The reactants are: Cl[C:2]1[N:7]=[C:6]([C:8]2[C:17]3[CH2:16][CH2:15][CH2:14][CH2:13][C:12]=3[N:11]=[C:10]([O:18][CH2:19][C:20]3[CH:25]=[CH:24][CH:23]=[CH:22][N:21]=3)[CH:9]=2)[CH:5]=[N:4][CH:3]=1.[CH2:26]([Zn]CC)[CH3:27].CCCCCC. Given the product [CH2:26]([C:2]1[N:7]=[C:6]([C:8]2[C:17]3[CH2:16][CH2:15][CH2:14][CH2:13][C:12]=3[N:11]=[C:10]([O:18][CH2:19][C:20]3[CH:25]=[CH:24][CH:23]=[CH:22][N:21]=3)[CH:9]=2)[CH:5]=[N:4][CH:3]=1)[CH3:27], predict the reactants needed to synthesize it. (5) Given the product [CH3:6][CH:7]([CH2:19][C:20]([CH3:22])([CH3:21])[CH3:23])[CH2:8][CH2:9][O:10][C:11]([CH:13]1[CH2:18][CH2:17][CH:16]2[O:3][CH:15]2[CH2:14]1)=[O:12], predict the reactants needed to synthesize it. The reactants are: C(OO)(=[O:3])C.[CH3:6][CH:7]([CH2:19][C:20]([CH3:23])([CH3:22])[CH3:21])[CH2:8][CH2:9][O:10][C:11]([CH:13]1[CH2:18][CH2:17][CH:16]=[CH:15][CH2:14]1)=[O:12].O. (6) Given the product [NH2:4][CH2:3][C@@H:2]([C:14]1[CH:15]=[CH:16][C:17]([OH:32])=[C:18]([NH:20][S:21]([CH3:24])(=[O:23])=[O:22])[CH:19]=1)[OH:1], predict the reactants needed to synthesize it. The reactants are: [OH:1][C@H:2]([C:14]1[CH:15]=[CH:16][C:17]([O:32]CC2C=CC=CC=2)=[C:18]([N:20](CC2C=CC=CC=2)[S:21]([CH3:24])(=[O:23])=[O:22])[CH:19]=1)[CH2:3][NH:4][C@@H](C1C=CC=CC=1)CO. (7) Given the product [Cl:1][C:2]1[CH:3]=[C:4]([C:9]2([C:24]([F:25])([F:27])[F:26])[O:13][N:12]=[C:11]([C:14]3[CH:22]=[CH:21][C:17]([C:18]([NH:20][CH2:30][OH:31])=[O:19])=[C:16]([CH3:23])[CH:15]=3)[CH2:10]2)[CH:5]=[C:6]([Cl:8])[CH:7]=1, predict the reactants needed to synthesize it. The reactants are: [Cl:1][C:2]1[CH:3]=[C:4]([C:9]2([C:24]([F:27])([F:26])[F:25])[O:13][N:12]=[C:11]([C:14]3[CH:22]=[CH:21][C:17]([C:18]([NH2:20])=[O:19])=[C:16]([CH3:23])[CH:15]=3)[CH2:10]2)[CH:5]=[C:6]([Cl:8])[CH:7]=1.C=O.[C:30](=O)([O-])[O-:31].O. (8) Given the product [OH:46][CH2:45][CH:42]1[CH2:41][CH2:40][N:39]([C:36]2[CH:37]=[CH:38][C:33]([C:2]3[C:10]4[C:5](=[CH:6][CH:7]=[C:8]([NH:11][C:12](=[O:24])[CH:13]([N:19]5[CH2:23][CH2:22][CH2:21][CH2:20]5)[C:14]5[CH:18]=[CH:17][S:16][CH:15]=5)[CH:9]=4)[NH:4][N:3]=3)=[CH:34][CH:35]=2)[CH2:44][CH2:43]1, predict the reactants needed to synthesize it. The reactants are: I[C:2]1[C:10]2[C:5](=[CH:6][CH:7]=[C:8]([NH:11][C:12](=[O:24])[CH:13]([N:19]3[CH2:23][CH2:22][CH2:21][CH2:20]3)[C:14]3[CH:18]=[CH:17][S:16][CH:15]=3)[CH:9]=2)[NH:4][N:3]=1.CC1(C)C(C)(C)OB([C:33]2[CH:38]=[CH:37][C:36]([N:39]3[CH2:44][CH2:43][CH:42]([CH2:45][OH:46])[CH2:41][CH2:40]3)=[CH:35][CH:34]=2)O1. (9) Given the product [F:1][C:2]1[CH:3]=[CH:4][C:5]([NH:8][C:9]([C:11]2([C:14]([OH:16])=[O:15])[CH2:12][CH2:13]2)=[O:10])=[CH:6][CH:7]=1, predict the reactants needed to synthesize it. The reactants are: [F:1][C:2]1[CH:7]=[CH:6][C:5]([NH:8][C:9]([C:11]2([C:14]([O:16]CC)=[O:15])[CH2:13][CH2:12]2)=[O:10])=[CH:4][CH:3]=1.[OH-].[K+]. (10) Given the product [Br:1][C:2]1[CH:3]=[C:4]([C:8]2[CH:9]([C:20]3[CH:21]=[CH:22][C:23]([I:26])=[CH:24][CH:25]=3)[O:10][C:11]3[C:16]([C:17]=2[CH3:18])=[CH:15][C:14]([O:19][CH:45]2[CH2:46][CH2:47][CH2:48][CH2:49][O:44]2)=[CH:13][CH:12]=3)[CH:5]=[CH:6][CH:7]=1, predict the reactants needed to synthesize it. The reactants are: [Br:1][C:2]1[CH:3]=[C:4]([C:8]2[CH:9]([C:20]3[CH:25]=[CH:24][C:23]([I:26])=[CH:22][CH:21]=3)[O:10][C:11]3[C:16]([C:17]=2[CH3:18])=[CH:15][C:14]([OH:19])=[CH:13][CH:12]=3)[CH:5]=[CH:6][CH:7]=1.C1(C)C=CC(S([O-])(=O)=O)=CC=1.[NH+]1C=CC=CC=1.[O:44]1[CH:49]=[CH:48][CH2:47][CH2:46][CH2:45]1.